From a dataset of Full USPTO retrosynthesis dataset with 1.9M reactions from patents (1976-2016). Predict the reactants needed to synthesize the given product. Given the product [C:60]([O:64][C:65](=[O:70])[NH:66][CH2:67][CH2:68][N:10]1[CH2:11][CH2:12][CH:8]([C:7]2[N:2]([CH3:1])[C:3](=[O:29])[C:4]([C:19]3[CH:28]=[CH:27][C:26]4[C:21](=[CH:22][CH:23]=[CH:24][CH:25]=4)[CH:20]=3)=[C:5]([C:13]3[CH:18]=[CH:17][N:16]=[CH:15][CH:14]=3)[CH:6]=2)[CH2:9]1)([CH3:63])([CH3:62])[CH3:61], predict the reactants needed to synthesize it. The reactants are: [CH3:1][N:2]1[C:7]([CH:8]2[CH2:12][CH2:11][NH:10][CH2:9]2)=[CH:6][C:5]([C:13]2[CH:18]=[CH:17][N:16]=[CH:15][CH:14]=2)=[C:4]([C:19]2[CH:28]=[CH:27][C:26]3[C:21](=[CH:22][CH:23]=[CH:24][CH:25]=3)[CH:20]=2)[C:3]1=[O:29].CN1C(=O)C(C2C=CC3C(=CC=CC=3)C=2)=C(C2C=CN=CC=2)C=C1C1CCNCC1.[C:60]([O:64][C:65](=[O:70])[NH:66][CH2:67][CH:68]=O)([CH3:63])([CH3:62])[CH3:61].C(O[BH-](OC(=O)C)OC(=O)C)(=O)C.[Na+].C([O-])(O)=O.[Na+].